This data is from Full USPTO retrosynthesis dataset with 1.9M reactions from patents (1976-2016). The task is: Predict the reactants needed to synthesize the given product. (1) Given the product [CH2:21]([C:20]([C:17]1[CH:18]=[CH:19][C:14]([C:10]2[CH:11]=[CH:12][CH:13]=[C:8]([C@@H:6]([OH:7])[C:5]([OH:41])=[O:4])[CH:9]=2)=[C:15]([CH3:40])[CH:16]=1)([C:23]1[CH:28]=[CH:27][C:26]([CH2:29][CH2:30][CH:31]([OH:36])[C:32]([CH3:34])([CH3:35])[CH3:33])=[C:25]([CH3:37])[CH:24]=1)[CH2:38][CH3:39])[CH3:22], predict the reactants needed to synthesize it. The reactants are: [OH-].[Na+].C[O:4][C:5](=[O:41])[C@@H:6]([C:8]1[CH:9]=[C:10]([C:14]2[CH:19]=[CH:18][C:17]([C:20]([CH2:38][CH3:39])([C:23]3[CH:28]=[CH:27][C:26]([CH2:29][CH2:30][CH:31]([OH:36])[C:32]([CH3:35])([CH3:34])[CH3:33])=[C:25]([CH3:37])[CH:24]=3)[CH2:21][CH3:22])=[CH:16][C:15]=2[CH3:40])[CH:11]=[CH:12][CH:13]=1)[OH:7].Cl. (2) Given the product [CH2:16]([O:15][CH2:14][CH2:13][CH2:12][CH2:11][CH2:10][CH2:9][N:1]1[CH2:6][CH2:5][C:4](=[O:7])[CH2:3][CH2:2]1)[CH3:17], predict the reactants needed to synthesize it. The reactants are: [NH:1]1[CH2:6][CH2:5][C:4](=[O:7])[CH2:3][CH2:2]1.Cl[CH2:9][CH2:10][CH2:11][CH2:12][CH2:13][CH2:14][O:15][CH2:16][CH3:17]. (3) The reactants are: [Cl:1][C:2]1[CH:7]=[CH:6][C:5]([C:8]2[N:17]=[C:16]([C:18]([O:20][CH3:21])=[O:19])[C:15]3[N:14](CC4C=CC=CC=4)[CH2:13][CH2:12][N:11]([CH2:29][C:30]4[CH:35]=[CH:34][CH:33]=[CH:32][CH:31]=4)[C:10]=3[N:9]=2)=[C:4]([F:36])[C:3]=1[O:37][CH3:38].[H][H]. Given the product [CH2:29]([N:11]1[C:10]2[N:9]=[C:8]([C:5]3[CH:6]=[CH:7][C:2]([Cl:1])=[C:3]([O:37][CH3:38])[C:4]=3[F:36])[N:17]=[C:16]([C:18]([O:20][CH3:21])=[O:19])[C:15]=2[NH:14][CH2:13][CH2:12]1)[C:30]1[CH:31]=[CH:32][CH:33]=[CH:34][CH:35]=1, predict the reactants needed to synthesize it. (4) The reactants are: [CH3:1][C:2]1[C:3]([C:18]2[CH:23]=[CH:22][CH:21]=[CH:20][CH:19]=2)=[N:4][C:5]2[CH:6]=[C:7]3[O:17][CH2:16][O:15][C:8]3=[CH:9][C:10]=2[C:11]=1[C:12](O)=[O:13].C(Cl)(=O)C(Cl)=O.[CH:30]1([C@@H:36]([NH2:38])[CH3:37])[CH2:35][CH2:34][CH2:33][CH2:32][CH2:31]1.C([O-])([O-])=O.[K+].[K+]. Given the product [CH:30]1([C@@H:36]([NH:38][C:12]([C:11]2[C:10]3[CH:9]=[C:8]4[O:15][CH2:16][O:17][C:7]4=[CH:6][C:5]=3[N:4]=[C:3]([C:18]3[CH:23]=[CH:22][CH:21]=[CH:20][CH:19]=3)[C:2]=2[CH3:1])=[O:13])[CH3:37])[CH2:35][CH2:34][CH2:33][CH2:32][CH2:31]1, predict the reactants needed to synthesize it. (5) Given the product [C:47]([OH:54])(=[O:53])/[CH:48]=[CH:49]/[C:50]([OH:52])=[O:51].[CH3:25][C:23]([CH3:24])([CH3:26])[CH2:22][NH:21][C:20](=[O:27])[C@H:18]([CH3:19])[CH2:17][C@H:16]([OH:28])[C@@H:15]([NH2:14])[CH2:29][N:30]1[CH2:35][C:34](=[O:36])[N:33]([C:37]2[CH:42]=[CH:41][CH:40]=[CH:39][C:38]=2[CH3:43])[CH2:32][C:31]1([CH3:44])[CH3:45].[NH2:81][C@@H:63]([CH2:64][N:65]1[CH2:70][C:69](=[O:71])[N:68]([C:72]2[CH:77]=[CH:76][CH:75]=[CH:74][C:73]=2[CH3:78])[CH2:67][C:66]1([CH3:79])[CH3:80])[C@@H:62]([OH:82])[CH2:61][C@@H:60]([CH3:83])[C:59]([NH:58][CH2:57][C:56]([CH3:86])([CH3:85])[CH3:55])=[O:84], predict the reactants needed to synthesize it. The reactants are: FC(F)(F)C(O)=O.C(OC(=O)[NH:14][C@@H:15]([CH2:29][N:30]1[CH2:35][C:34](=[O:36])[N:33]([C:37]2[CH:42]=[CH:41][CH:40]=[CH:39][C:38]=2[CH3:43])[CH2:32][C:31]1([CH3:45])[CH3:44])[C@@H:16]([OH:28])[CH2:17][C@H:18]([C:20](=[O:27])[NH:21][CH2:22][C:23]([CH3:26])([CH3:25])[CH3:24])[CH3:19])(C)(C)C.[C:47]([OH:54])(=[O:53])/[CH:48]=[CH:49]/[C:50]([OH:52])=[O:51].[CH3:55][C:56]([CH3:86])([CH3:85])[CH2:57][NH:58][C:59](=[O:84])[C@H:60]([CH3:83])[CH2:61][C@H:62]([OH:82])[C@@H:63]([NH2:81])[CH2:64][N:65]1[CH2:70][C:69](=[O:71])[N:68]([C:72]2[CH:77]=[CH:76][CH:75]=[CH:74][C:73]=2[CH3:78])[CH2:67][C:66]1([CH3:80])[CH3:79]. (6) Given the product [CH3:12][N:13]([CH3:14])[C:7]([CH:3]1[CH2:4][CH2:5][CH2:6][C:2]1=[O:1])=[O:9], predict the reactants needed to synthesize it. The reactants are: [O:1]=[C:2]1[CH2:6][CH2:5][CH2:4][CH:3]1[C:7]([O:9]CC)=O.[CH3:12][NH:13][CH3:14]. (7) Given the product [CH3:1][C:2]1[CH:3]=[C:4]([CH:9]=[C:10]([CH3:26])[C:11]=1[CH2:12][C:13]1[CH:18]=[CH:17][C:16]([O:19][CH2:20][O:21][CH3:22])=[C:15]([CH:23]([CH3:24])[CH3:25])[CH:14]=1)[CH2:5][OH:6], predict the reactants needed to synthesize it. The reactants are: [CH3:1][C:2]1[CH:3]=[C:4]([CH:9]=[C:10]([CH3:26])[C:11]=1[CH2:12][C:13]1[CH:18]=[CH:17][C:16]([O:19][CH2:20][O:21][CH3:22])=[C:15]([CH:23]([CH3:25])[CH3:24])[CH:14]=1)[C:5](OC)=[O:6].CC(C[AlH]CC(C)C)C.